This data is from Reaction yield outcomes from USPTO patents with 853,638 reactions. The task is: Predict the reaction yield, written as a fraction of the theoretical maximum amount of product (1.0 means a 100% yield; for example, 0.34 means a 34% yield). (1) The reactants are [Br:1][C:2]1[C:3]([O:12][CH2:13][CH:14]2[CH2:16][CH2:15]2)=[CH:4][C:5](=[O:11])[N:6]([CH2:8][S:9][CH3:10])[CH:7]=1.C1C=C(Cl)C=C(C(OO)=[O:25])C=1.[OH2:28]. The catalyst is C(Cl)Cl. The product is [Br:1][C:2]1[C:3]([O:12][CH2:13][CH:14]2[CH2:16][CH2:15]2)=[CH:4][C:5](=[O:11])[N:6]([CH2:8][S:9]([CH3:10])(=[O:25])=[O:28])[CH:7]=1. The yield is 0.720. (2) The reactants are C[Si](C)(C)[O:3][C:4]1[CH2:11][C:8]2([CH2:10][CH2:9]2)[CH:7]([C:12]([O:14][CH2:15][CH3:16])=[O:13])[CH2:6][CH:5]=1.[F-].[K+]. The catalyst is CO. The product is [O:3]=[C:4]1[CH2:11][C:8]2([CH2:9][CH2:10]2)[CH:7]([C:12]([O:14][CH2:15][CH3:16])=[O:13])[CH2:6][CH2:5]1. The yield is 0.200. (3) The reactants are [N+:1]([C:4]1[N:9]=[CH:8][C:7]([N:10]2[CH:15]3[CH2:16][CH2:17][CH:11]2[CH2:12][N:13]([C:18]([O:20][C:21]([CH3:24])([CH3:23])[CH3:22])=[O:19])[CH2:14]3)=[CH:6][CH:5]=1)([O-])=O. The catalyst is [Pd].CO. The product is [NH2:1][C:4]1[N:9]=[CH:8][C:7]([N:10]2[CH:11]3[CH2:17][CH2:16][CH:15]2[CH2:14][N:13]([C:18]([O:20][C:21]([CH3:24])([CH3:23])[CH3:22])=[O:19])[CH2:12]3)=[CH:6][CH:5]=1. The yield is 0.660.